This data is from Reaction yield outcomes from USPTO patents with 853,638 reactions. The task is: Predict the reaction yield, written as a fraction of the theoretical maximum amount of product (1.0 means a 100% yield; for example, 0.34 means a 34% yield). (1) The reactants are [H-].[Na+].[CH3:3]I.[N+:5]([C:8]1[CH:13]=[CH:12][C:11]([C:14]2[NH:18][N:17]=[N:16][N:15]=2)=[CH:10][CH:9]=1)([O-:7])=[O:6]. The catalyst is CN(C=O)C. The product is [CH3:3][N:16]1[N:17]=[N:18][C:14]([C:11]2[CH:10]=[CH:9][C:8]([N+:5]([O-:7])=[O:6])=[CH:13][CH:12]=2)=[N:15]1.[CH3:3][N:15]1[C:14]([C:11]2[CH:10]=[CH:9][C:8]([N+:5]([O-:7])=[O:6])=[CH:13][CH:12]=2)=[N:18][N:17]=[N:16]1. The yield is 0.490. (2) The reactants are Br[C:2]1[CH:3]=[CH:4][C:5]2[N:6]([C:8]([S:11][C:12]3[CH:13]=[C:14]4[C:19](=[CH:20][CH:21]=3)[N:18]=[CH:17][C:16]([N:22]3[CH2:27][CH2:26][CH:25]([O:28][Si:29]([C:32]([CH3:35])([CH3:34])[CH3:33])([CH3:31])[CH3:30])[CH2:24][CH2:23]3)=[CH:15]4)=[N:9][N:10]=2)[CH:7]=1.[Sn].[O:37]1[CH2:42][CH2:41]O[CH2:39][CH2:38]1. The catalyst is Cl[Pd](Cl)([P](C1C=CC=CC=1)(C1C=CC=CC=1)C1C=CC=CC=1)[P](C1C=CC=CC=1)(C1C=CC=CC=1)C1C=CC=CC=1. The product is [Si:29]([O:28][CH:25]1[CH2:26][CH2:27][N:22]([C:16]2[CH:17]=[N:18][C:19]3[C:14]([CH:15]=2)=[CH:13][C:12]([S:11][C:8]2[N:6]4[CH:7]=[C:2]([C:38]([O:37][CH2:42][CH3:41])=[CH2:39])[CH:3]=[CH:4][C:5]4=[N:10][N:9]=2)=[CH:21][CH:20]=3)[CH2:23][CH2:24]1)([C:32]([CH3:35])([CH3:34])[CH3:33])([CH3:31])[CH3:30]. The yield is 0.900. (3) The reactants are [CH:1]1([N:7]([CH:18]2[CH2:23][CH2:22][CH2:21][CH2:20][CH2:19]2)[C:8]([NH:10][C:11]2[S:12][C:13]([CH:16]=O)=[CH:14][N:15]=2)=[O:9])[CH2:6][CH2:5][CH2:4][CH2:3][CH2:2]1.[C:24]([O:28][C:29]([N:31]1[CH2:36][CH2:35][NH:34][CH2:33][CH2:32]1)=[O:30])([CH3:27])([CH3:26])[CH3:25].C(O)(=O)C.C(O[BH-](OC(=O)C)OC(=O)C)(=O)C.[Na+]. No catalyst specified. The product is [C:24]([O:28][C:29]([N:31]1[CH2:36][CH2:35][N:34]([CH2:16][C:13]2[S:12][C:11]([NH:10][C:8]([N:7]([CH:18]3[CH2:23][CH2:22][CH2:21][CH2:20][CH2:19]3)[CH:1]3[CH2:6][CH2:5][CH2:4][CH2:3][CH2:2]3)=[O:9])=[N:15][CH:14]=2)[CH2:33][CH2:32]1)=[O:30])([CH3:27])([CH3:25])[CH3:26]. The yield is 0.550. (4) The reactants are [Cl:1][C:2]1[CH:10]=[C:9]([C:11]#[C:12][CH2:13][CH2:14][O:15][CH3:16])[C:5]2[O:6][CH2:7][O:8][C:4]=2[C:3]=1[NH:17][C:18]1[C:27]2[C:22](=[CH:23][C:24]([O:30][CH2:31][CH2:32][CH2:33]Cl)=[C:25]([O:28][CH3:29])[CH:26]=2)[N:21]=[CH:20][N:19]=1.[CH:35]([N:37]1[CH2:42][CH2:41][NH:40][CH2:39][CH2:38]1)=[O:36]. The catalyst is COCCO. The product is [Cl:1][C:2]1[CH:10]=[C:9]([C:11]#[C:12][CH2:13][CH2:14][O:15][CH3:16])[C:5]2[O:6][CH2:7][O:8][C:4]=2[C:3]=1[NH:17][C:18]1[C:27]2[C:22](=[CH:23][C:24]([O:30][CH2:31][CH2:32][CH2:33][N:40]3[CH2:41][CH2:42][N:37]([CH:35]=[O:36])[CH2:38][CH2:39]3)=[C:25]([O:28][CH3:29])[CH:26]=2)[N:21]=[CH:20][N:19]=1. The yield is 0.640. (5) The reactants are C[Si]([N-][Si](C)(C)C)(C)C.[Na+].[CH3:11][O:12][C:13]([NH:15][C:16]1[CH:21]=[CH:20][CH:19]=[CH:18][C:17]=1[C@H:22]1[C@H:31]([C:32]([O:34][CH3:35])=[O:33])[C:30]2[C:25](=[CH:26][C:27]([O:38][CH3:39])=[C:28]([O:36][CH3:37])[CH:29]=2)[C:24](=[O:40])[N:23]1[CH3:41])=[O:14].C1([Se]Cl)C=CC=CC=1. The catalyst is C1COCC1. The product is [CH3:37][O:36][C:28]1[CH:29]=[C:30]2[C:25](=[CH:26][C:27]=1[O:38][CH3:39])[C:24](=[O:40])[N:23]([CH3:41])[C:22]([C:17]1[CH:18]=[CH:19][CH:20]=[CH:21][C:16]=1[NH:15][C:13]([O:12][CH3:11])=[O:14])=[C:31]2[C:32]([O:34][CH3:35])=[O:33]. The yield is 0.620. (6) The product is [F:25][C:24]1([F:26])[CH:8]2[C:7]1([C:2]1[CH:3]=[CH:4][CH:5]=[CH:6][N:1]=1)[CH2:12][CH2:11][N:10]([C:13]([O:15][C:16]([CH3:19])([CH3:18])[CH3:17])=[O:14])[CH2:9]2. The yield is 0.224. The reactants are [N:1]1[CH:6]=[CH:5][CH:4]=[CH:3][C:2]=1[C:7]1[CH2:8][CH2:9][N:10]([C:13]([O:15][C:16]([CH3:19])([CH3:18])[CH3:17])=[O:14])[CH2:11][CH:12]=1.[I-].[Na+].C[Si](C)(C)[C:24](F)([F:26])[F:25]. The catalyst is C1COCC1.